From a dataset of Experimentally validated miRNA-target interactions with 360,000+ pairs, plus equal number of negative samples. Binary Classification. Given a miRNA mature sequence and a target amino acid sequence, predict their likelihood of interaction. (1) Result: 0 (no interaction). The miRNA is dme-miR-8-3p with sequence UAAUACUGUCAGGUAAAGAUGUC. The protein sequence of the target gene is MNPQCARCGKVVYPTEKVNCLDKYWHKGCFHCEVCKMALNMNNYKGYEKKPYCNAHYPKQSFTTVADTPENLRLKQQSELQSQVKYKRDFEESKGRGFSIVTDTPELQRLKRTQEQISNVKYHEDFEKTKGRGFTPVVDDPVTERVRKSTQVVSDAAYKGVQPHVVEMDRRPGIIVAPVLPGAYQQSHSQGYGYMHQTSVSSMRSMQPPAHLRTYRAMYDYSAQDEDEVSFRDGDYIVNVQPIDDGWMYGTVQRTGRTGMLPANYIEFVN. (2) The miRNA is hsa-miR-525-5p with sequence CUCCAGAGGGAUGCACUUUCU. The protein sequence of the target gene is MPRGSRSRTSRMAPPASRAPQMRAAPRPAPVAQPPAAAPPSAVGSSAAAPRQPGLMAQMATTAAGVAVGSAVGHTLGHAITGGFSGGSNAEPARPDITYQEPQGTQPAQQQQPCLYEIKQFLECAQNQGDIKLCEGFNEVLKQCRLANGLA. Result: 0 (no interaction).